From a dataset of Catalyst prediction with 721,799 reactions and 888 catalyst types from USPTO. Predict which catalyst facilitates the given reaction. (1) Reactant: [Si:1]([O:8][C@H:9]1[CH2:13][CH2:12][N:11]([CH2:14][C@H:15]([C:17]2[CH:18]=[C:19]([CH:22]=[C:23]([F:25])[CH:24]=2)[C:20]#[N:21])O)[CH2:10]1)([C:4]([CH3:7])([CH3:6])[CH3:5])([CH3:3])[CH3:2].CS(Cl)(=O)=O.[CH3:31][NH2:32]. Product: [Si:1]([O:8][C@H:9]1[CH2:13][CH2:12][N:11]([CH2:14][C@H:15]([C:17]2[CH:18]=[C:19]([CH:22]=[C:23]([F:25])[CH:24]=2)[C:20]#[N:21])[NH:32][CH3:31])[CH2:10]1)([C:4]([CH3:7])([CH3:6])[CH3:5])([CH3:3])[CH3:2]. The catalyst class is: 4. (2) Reactant: C1C=C(Cl)C=C(C(OO)=[O:9])C=1.[F:12][C:13]([F:34])([F:33])[C:14]1[CH:15]=[C:16]([C:20]2[N:25]=[CH:24][C:23](/[CH:26]=[CH:27]/[C:28]([O:30][CH2:31][CH3:32])=[O:29])=[CH:22][CH:21]=2)[CH:17]=[CH:18][CH:19]=1. Product: [CH2:31]([O:30][C:28](=[O:29])/[CH:27]=[CH:26]/[C:23]1[CH:22]=[CH:21][C:20]([C:16]2[CH:17]=[CH:18][CH:19]=[C:14]([C:13]([F:33])([F:12])[F:34])[CH:15]=2)=[N+:25]([O-:9])[CH:24]=1)[CH3:32]. The catalyst class is: 2. (3) Reactant: [F:1][C:2]([F:38])([F:37])[C:3]1[CH:4]=[C:5]([C@H:13]([O:15][C@H:16]2[CH2:20][N:19]([C:21]([O:23][C:24]([CH3:27])([CH3:26])[CH3:25])=[O:22])[C@@H:18]([CH:28]=[O:29])[C@@H:17]2[C:30]2[CH:35]=[CH:34][C:33]([F:36])=[CH:32][CH:31]=2)[CH3:14])[CH:6]=[C:7]([C:9]([F:12])([F:11])[F:10])[CH:8]=1.[CH3:39][Mg]Br. Product: [F:38][C:2]([F:1])([F:37])[C:3]1[CH:4]=[C:5]([C@H:13]([O:15][C@H:16]2[CH2:20][N:19]([C:21]([O:23][C:24]([CH3:25])([CH3:27])[CH3:26])=[O:22])[C@@H:18]([CH:28]([OH:29])[CH3:39])[C@@H:17]2[C:30]2[CH:35]=[CH:34][C:33]([F:36])=[CH:32][CH:31]=2)[CH3:14])[CH:6]=[C:7]([C:9]([F:10])([F:11])[F:12])[CH:8]=1. The catalyst class is: 247.